Predict the reactants needed to synthesize the given product. From a dataset of Full USPTO retrosynthesis dataset with 1.9M reactions from patents (1976-2016). (1) The reactants are: [CH2:1]([N:3]([C@H:28]1[CH2:33][CH2:32][C@@H:31]([OH:34])[CH2:30][CH2:29]1)[C:4]1[C:19]2[CH2:18][CH:17]=[CH:16][CH2:15][CH2:14][C:13]3[CH:20]=[C:21]([CH3:26])[N:22]=[C:23]([O:24]C)[C:12]=3[CH2:11][NH:10][C:9](=[O:27])[C:8]=2[CH:7]=[CH:6][CH:5]=1)[CH3:2].Cl. Given the product [CH2:1]([N:3]([C@H:28]1[CH2:33][CH2:32][C@@H:31]([OH:34])[CH2:30][CH2:29]1)[C:4]1[C:19]2[CH2:18][CH:17]=[CH:16][CH2:15][CH2:14][C:13]3[CH:20]=[C:21]([CH3:26])[NH:22][C:23](=[O:24])[C:12]=3[CH2:11][NH:10][C:9](=[O:27])[C:8]=2[CH:7]=[CH:6][CH:5]=1)[CH3:2], predict the reactants needed to synthesize it. (2) Given the product [CH3:46][O:47][C:48](=[O:56])[C:49]1[CH:54]=[CH:53][C:52]([NH:55][C:35](=[O:37])[C@@H:34]([C:38]2[CH:43]=[CH:42][C:41]([Cl:44])=[C:40]([Cl:45])[CH:39]=2)[CH2:33][CH:28]2[CH2:29][CH2:30][CH2:31][CH2:32]2)=[N:51][CH:50]=1, predict the reactants needed to synthesize it. The reactants are: C1(P(C2C=CC=CC=2)C2C=CC=CC=2)C=CC=CC=1.BrN1C(=O)CCC1=O.[CH:28]1([CH2:33][C@H:34]([C:38]2[CH:43]=[CH:42][C:41]([Cl:44])=[C:40]([Cl:45])[CH:39]=2)[C:35]([OH:37])=O)[CH2:32][CH2:31][CH2:30][CH2:29]1.[CH3:46][O:47][C:48](=[O:56])[C:49]1[CH:54]=[CH:53][C:52]([NH2:55])=[N:51][CH:50]=1.N1C=CC=CC=1. (3) The reactants are: [C:1]12([C:11]([OH:13])=O)[CH2:10][CH:5]3[CH2:6][CH:7]([CH2:9][CH:3]([CH2:4]3)[CH2:2]1)[CH2:8]2.S(Cl)([Cl:16])=O. Given the product [C:1]12([C:11]([Cl:16])=[O:13])[CH2:10][CH:5]3[CH2:6][CH:7]([CH2:9][CH:3]([CH2:4]3)[CH2:2]1)[CH2:8]2, predict the reactants needed to synthesize it. (4) The reactants are: [CH3:1][N:2]([CH3:14])[C:3]([C:5]1[CH:10]=[CH:9][C:8](B(O)O)=[CH:7][CH:6]=1)=[O:4].Cl[C:16]1[N:21]=[CH:20][C:19]([CH2:22][NH:23][CH:24]2[CH2:29][CH2:28][N:27]([C:30]([O:32][C:33]([CH3:36])([CH3:35])[CH3:34])=[O:31])[CH2:26][CH2:25]2)=[CH:18][CH:17]=1. Given the product [CH3:1][N:2]([CH3:14])[C:3]([C:5]1[CH:10]=[CH:9][C:8]([C:16]2[N:21]=[CH:20][C:19]([CH2:22][NH:23][CH:24]3[CH2:25][CH2:26][N:27]([C:30]([O:32][C:33]([CH3:36])([CH3:35])[CH3:34])=[O:31])[CH2:28][CH2:29]3)=[CH:18][CH:17]=2)=[CH:7][CH:6]=1)=[O:4], predict the reactants needed to synthesize it.